This data is from Peptide-MHC class II binding affinity with 134,281 pairs from IEDB. The task is: Regression. Given a peptide amino acid sequence and an MHC pseudo amino acid sequence, predict their binding affinity value. This is MHC class II binding data. (1) The peptide sequence is AFKVQATAANAAPAN. The MHC is HLA-DPA10103-DPB10301 with pseudo-sequence HLA-DPA10103-DPB10301. The binding affinity (normalized) is 0.509. (2) The peptide sequence is LEAAVKQAYAATVAT. The MHC is DRB1_1201 with pseudo-sequence DRB1_1201. The binding affinity (normalized) is 0.401. (3) The peptide sequence is KAAVAAAASVPAADK. The MHC is HLA-DQA10102-DQB10602 with pseudo-sequence HLA-DQA10102-DQB10602. The binding affinity (normalized) is 0.877. (4) The binding affinity (normalized) is 0.723. The MHC is DRB1_1301 with pseudo-sequence DRB1_1301. The peptide sequence is MAMGTMAGCGYLMFLK. (5) The binding affinity (normalized) is 0. The peptide sequence is DNACKRTYSDRGWGN. The MHC is DRB1_1501 with pseudo-sequence DRB1_1501. (6) The peptide sequence is SADEVQRMMAEIDTD. The MHC is DRB1_1001 with pseudo-sequence DRB1_1001. The binding affinity (normalized) is 0.595. (7) The peptide sequence is VGSKLIVAMSSWLQK. The MHC is H-2-IAb with pseudo-sequence H-2-IAb. The binding affinity (normalized) is 0.0209.